This data is from Reaction yield outcomes from USPTO patents with 853,638 reactions. The task is: Predict the reaction yield, written as a fraction of the theoretical maximum amount of product (1.0 means a 100% yield; for example, 0.34 means a 34% yield). The yield is 0.255. The catalyst is C1COCC1. The product is [Cl:38][C:35]1[CH:34]=[CH:33][C:32]([CH2:31][CH:30]([NH:39][C:2]2[CH:7]=[C:6]([C:8]3[CH:13]=[CH:12][C:11]([O:14][CH3:15])=[C:10]([O:16][CH3:17])[CH:9]=3)[N:5]=[C:4]([O:18][CH3:19])[N:3]=2)[CH3:29])=[CH:37][CH:36]=1. The reactants are Cl[C:2]1[CH:7]=[C:6]([C:8]2[CH:13]=[CH:12][C:11]([O:14][CH3:15])=[C:10]([O:16][CH3:17])[CH:9]=2)[N:5]=[C:4]([O:18][CH3:19])[N:3]=1.C(N(CC)C(C)C)(C)C.[CH3:29][CH:30]([NH2:39])[CH2:31][C:32]1[CH:37]=[CH:36][C:35]([Cl:38])=[CH:34][CH:33]=1.Cl.